The task is: Predict the reactants needed to synthesize the given product.. This data is from Full USPTO retrosynthesis dataset with 1.9M reactions from patents (1976-2016). Given the product [C:12]([OH:15])(=[O:14])[CH3:13].[CH:2]([C:4]1[C:5]([CH2:10][NH2:11])=[N:6][CH:7]=[CH:8][CH:9]=1)([CH3:3])[CH3:1], predict the reactants needed to synthesize it. The reactants are: [CH2:1]=[C:2]([C:4]1[C:5]([C:10]#[N:11])=[N:6][CH:7]=[CH:8][CH:9]=1)[CH3:3].[C:12]([OH:15])(=[O:14])[CH3:13].